Task: Predict the product of the given reaction.. Dataset: Forward reaction prediction with 1.9M reactions from USPTO patents (1976-2016) (1) Given the reactants [NH2:1][CH2:2][CH2:3][CH2:4][O:5][C:6]1[CH:7]=[CH:8][C:9]2[C:10]3[N:19]([CH2:20][CH:21]([CH3:23])[CH3:22])[C:18]([CH2:24][CH2:25][CH3:26])=[N:17][C:11]=3[C:12]([NH2:16])=[N:13][C:14]=2[CH:15]=1.[C:27](Cl)(=[O:31])[CH:28]([CH3:30])[CH3:29].C(=O)([O-])[O-].[Na+].[Na+], predict the reaction product. The product is: [NH2:16][C:12]1[C:11]2[N:17]=[C:18]([CH2:24][CH2:25][CH3:26])[N:19]([CH2:20][CH:21]([CH3:22])[CH3:23])[C:10]=2[C:9]2[CH:8]=[CH:7][C:6]([O:5][CH2:4][CH2:3][CH2:2][NH:1][C:27](=[O:31])[CH:28]([CH3:30])[CH3:29])=[CH:15][C:14]=2[N:13]=1. (2) Given the reactants [BH4-].[Na+].[CH2:3]([N:10]=[CH:11][C:12]1[CH:17]=[CH:16][CH:15]=[CH:14][C:13]=1[OH:18])[C:4]1[CH:9]=[CH:8][CH:7]=[CH:6][CH:5]=1.O.[BH4-], predict the reaction product. The product is: [CH2:3]([NH:10][CH2:11][C:12]1[CH:17]=[CH:16][CH:15]=[CH:14][C:13]=1[OH:18])[C:4]1[CH:5]=[CH:6][CH:7]=[CH:8][CH:9]=1. (3) Given the reactants [F:1][C:2]([F:27])([F:26])[S:3]([O:6][C:7]1[CH:16]=[C:15]2[C:10]([CH:11]([C:18]3[CH:23]=[CH:22][C:21]([Cl:24])=[C:20]([Cl:25])[CH:19]=3)[CH2:12][N:13](C)[CH2:14]2)=[CH:9][CH:8]=1)(=[O:5])=[O:4].CN(C)C1C2C(=CC=CC=2N(C)C)C=CC=1, predict the reaction product. The product is: [F:26][C:2]([F:1])([F:27])[S:3]([O:6][C:7]1[CH:16]=[C:15]2[C:10]([CH:11]([C:18]3[CH:23]=[CH:22][C:21]([Cl:24])=[C:20]([Cl:25])[CH:19]=3)[CH2:12][NH:13][CH2:14]2)=[CH:9][CH:8]=1)(=[O:4])=[O:5]. (4) Given the reactants [NH:1]1[CH:5]=[CH:4][C:3]([C:6]2[CH:11]=[CH:10][N:9]3[C:12]([C:15]([O:17]CC)=[O:16])=[CH:13][N:14]=[C:8]3[CH:7]=2)=[N:2]1.[Li+].[OH-].Cl, predict the reaction product. The product is: [NH:1]1[CH:5]=[CH:4][C:3]([C:6]2[CH:11]=[CH:10][N:9]3[C:12]([C:15]([OH:17])=[O:16])=[CH:13][N:14]=[C:8]3[CH:7]=2)=[N:2]1. (5) Given the reactants Cl.[F:2][C:3]1[CH:8]=[C:7]([F:9])[CH:6]=[CH:5][C:4]=1[CH:10]1[CH2:15][CH:14]([C:16]([O:18][CH3:19])=[O:17])[CH2:13][CH2:12][NH:11]1.CCN(C(C)C)C(C)C.[C:29](Cl)(=[O:32])[O:30][CH3:31], predict the reaction product. The product is: [F:2][C:3]1[CH:8]=[C:7]([F:9])[CH:6]=[CH:5][C:4]=1[CH:10]1[CH2:15][CH:14]([C:16]([O:18][CH3:19])=[O:17])[CH2:13][CH2:12][N:11]1[C:29]([O:30][CH3:31])=[O:32]. (6) Given the reactants [CH3:1][C:2]1[CH:7]=[CH:6][C:5]([C:8](=[O:10])[CH3:9])=[CH:4][CH:3]=1.C[O-].[Na+].C([O:16][C:17](=O)[C:18]([F:21])([F:20])[F:19])C, predict the reaction product. The product is: [CH3:1][C:2]1[CH:7]=[CH:6][C:5]([C:8](=[O:10])[CH2:9][C:17](=[O:16])[C:18]([F:21])([F:20])[F:19])=[CH:4][CH:3]=1. (7) The product is: [NH2:32][C:28]1[CH:27]=[C:26]([S:23]([NH:22][C:20]([C:7]2[N:8]([CH2:10][C:11]3[C:12]([CH3:19])=[CH:13][C:14]([CH3:18])=[CH:15][C:16]=3[CH3:17])[N:9]=[C:5]([C:1]([CH3:3])([CH3:4])[CH3:2])[CH:6]=2)=[O:21])(=[O:25])=[O:24])[CH:31]=[CH:30][CH:29]=1. Given the reactants [C:1]([C:5]1[CH:6]=[C:7]([C:20]([NH:22][S:23]([C:26]2[CH:31]=[CH:30][CH:29]=[C:28]([N+:32]([O-])=O)[CH:27]=2)(=[O:25])=[O:24])=[O:21])[N:8]([CH2:10][C:11]2[C:16]([CH3:17])=[CH:15][C:14]([CH3:18])=[CH:13][C:12]=2[CH3:19])[N:9]=1)([CH3:4])([CH3:3])[CH3:2].[H][H], predict the reaction product.